From a dataset of Full USPTO retrosynthesis dataset with 1.9M reactions from patents (1976-2016). Predict the reactants needed to synthesize the given product. (1) Given the product [Cl:1][C:2]1[N:7]=[C:6]([NH:8][CH2:9][CH2:10][CH:11]([CH3:12])[CH3:13])[C:5]([NH2:14])=[CH:4][N:3]=1, predict the reactants needed to synthesize it. The reactants are: [Cl:1][C:2]1[N:7]=[C:6]([NH:8][CH2:9][CH2:10][CH:11]([CH3:13])[CH3:12])[C:5]([N+:14]([O-])=O)=[CH:4][N:3]=1.Cl. (2) Given the product [OH:24][CH2:23][CH2:22][CH:21]([NH:20][C:3]1[S:4]/[C:5](=[CH:9]\[C:10]2[CH:11]=[C:12]3[C:17](=[CH:18][CH:19]=2)[N:16]=[CH:15][CH:14]=[CH:13]3)/[C:6](=[O:8])[N:7]=1)[C:25]1[CH:30]=[CH:29][CH:28]=[CH:27][CH:26]=1, predict the reactants needed to synthesize it. The reactants are: CS[C:3]1[S:4]/[C:5](=[CH:9]\[C:10]2[CH:11]=[C:12]3[C:17](=[CH:18][CH:19]=2)[N:16]=[CH:15][CH:14]=[CH:13]3)/[C:6](=[O:8])[N:7]=1.[NH2:20][CH:21]([C:25]1[CH:30]=[CH:29][CH:28]=[CH:27][CH:26]=1)[CH2:22][CH2:23][OH:24].CCN(C(C)C)C(C)C. (3) Given the product [CH3:8][N:6]1[C:5](=[O:9])[C:4]([CH3:10])=[C:3]([CH3:11])[C:2]([C:21]2[CH:22]=[C:17]([NH:16][S:13]([CH3:12])(=[O:14])=[O:15])[CH:18]=[CH:19][CH:20]=2)=[CH:7]1, predict the reactants needed to synthesize it. The reactants are: Br[C:2]1[C:3]([CH3:11])=[C:4]([CH3:10])[C:5](=[O:9])[N:6]([CH3:8])[CH:7]=1.[CH3:12][S:13]([NH:16][C:17]1[CH:18]=[C:19](B(O)O)[CH:20]=[CH:21][CH:22]=1)(=[O:15])=[O:14]. (4) Given the product [F:51][C:45]1[CH:46]=[C:47]([I:50])[CH:48]=[CH:49][C:44]=1[N:28]1[C:27]2[N:26]([CH3:52])[C:25](=[O:53])[CH:24]=[C:23]([O:14][C:3]3[CH:4]=[CH:5][CH:6]=[C:7]([C:8]4([CH3:13])[O:9][CH2:10][CH2:11][O:12]4)[C:2]=3[CH3:1])[C:32]=2[C:31](=[O:33])[N:30]([CH2:34][C:35]2[CH:36]=[CH:37][C:38]([O:41][CH3:42])=[CH:39][CH:40]=2)[C:29]1=[O:43], predict the reactants needed to synthesize it. The reactants are: [CH3:1][C:2]1[C:7]([C:8]2([CH3:13])[O:12][CH2:11][CH2:10][O:9]2)=[CH:6][CH:5]=[CH:4][C:3]=1[OH:14].[H-].[Na+].FC(F)(F)S(O[C:23]1[C:32]2[C:31](=[O:33])[N:30]([CH2:34][C:35]3[CH:40]=[CH:39][C:38]([O:41][CH3:42])=[CH:37][CH:36]=3)[C:29](=[O:43])[N:28]([C:44]3[CH:49]=[CH:48][C:47]([I:50])=[CH:46][C:45]=3[F:51])[C:27]=2[N:26]([CH3:52])[C:25](=[O:53])[CH:24]=1)(=O)=O. (5) Given the product [CH3:10][C:9]([C:6]1[CH:7]=[CH:8][C:3]([O:2][CH3:1])=[C:4]([NH2:12])[CH:5]=1)=[O:11], predict the reactants needed to synthesize it. The reactants are: [CH3:1][O:2][C:3]1[CH:8]=[CH:7][C:6]([C:9](=[O:11])[CH3:10])=[CH:5][CH:4]=1.[N:12]([O-])=O.[Na+].